This data is from Full USPTO retrosynthesis dataset with 1.9M reactions from patents (1976-2016). The task is: Predict the reactants needed to synthesize the given product. (1) The reactants are: [I:1][C:2]1[CH:3]=[C:4]([NH2:9])[C:5]([NH2:8])=[CH:6][CH:7]=1.[F:10][C:11]1[CH:16]=[CH:15][CH:14]=[CH:13][C:12]=1[C:17]1[CH:22]=[CH:21][C:20]([CH:23]=O)=[CH:19][CH:18]=1.C[Si](Cl)(C)C.C([O-])([O-])=O.[Na+].[Na+]. Given the product [F:10][C:11]1[CH:16]=[CH:15][CH:14]=[CH:13][C:12]=1[C:17]1[CH:18]=[CH:19][C:20]([C:23]2[NH:9][C:4]3[CH:3]=[C:2]([I:1])[CH:7]=[CH:6][C:5]=3[N:8]=2)=[CH:21][CH:22]=1, predict the reactants needed to synthesize it. (2) Given the product [Br:1][C:2]1[CH:9]=[CH:8][C:5]([C:6]2([NH2:7])[CH2:12][CH2:11]2)=[C:4]([F:10])[CH:3]=1, predict the reactants needed to synthesize it. The reactants are: [Br:1][C:2]1[CH:9]=[CH:8][C:5]([C:6]#[N:7])=[C:4]([F:10])[CH:3]=1.[CH2:11]([Mg]Br)[CH3:12].B(F)(F)F.